This data is from Full USPTO retrosynthesis dataset with 1.9M reactions from patents (1976-2016). The task is: Predict the reactants needed to synthesize the given product. Given the product [CH2:3]([O:7][C:8]1[N:13]=[CH:12][N:11]=[C:10]([CH:14]([O:21][CH2:22][CH3:23])[C:15]2[CH:16]=[CH:17][CH:18]=[CH:19][CH:20]=2)[CH:9]=1)[C:4]#[C:5][CH3:6], predict the reactants needed to synthesize it. The reactants are: [H-].[Na+].[CH2:3]([O:7][C:8]1[N:13]=[CH:12][N:11]=[C:10]([CH:14]([OH:21])[C:15]2[CH:20]=[CH:19][CH:18]=[CH:17][CH:16]=2)[CH:9]=1)[C:4]#[C:5][CH3:6].[CH2:22](I)[CH3:23].[Cl-].[NH4+].